This data is from Forward reaction prediction with 1.9M reactions from USPTO patents (1976-2016). The task is: Predict the product of the given reaction. (1) Given the reactants Br[C:2]1[N:3]=[C:4]2[C:10]([C:11]([NH:13][C:14]([CH3:17])([CH3:16])[CH3:15])=[O:12])=[CH:9][NH:8][C:5]2=[N:6][CH:7]=1.Cl.[NH2:19][C:20]1[CH:30]=[CH:29][CH:28]=[CH:27][C:21]=1[C:22]([N:24]([CH3:26])[CH3:25])=[O:23].C1C=CC(P(C2C(C3C(P(C4C=CC=CC=4)C4C=CC=CC=4)=CC=C4C=3C=CC=C4)=C3C(C=CC=C3)=CC=2)C2C=CC=CC=2)=CC=1.CC(C)([O-])C.[Na+], predict the reaction product. The product is: [C:14]([NH:13][C:11]([C:10]1[C:4]2[C:5](=[N:6][CH:7]=[C:2]([NH:19][C:20]3[CH:30]=[CH:29][CH:28]=[CH:27][C:21]=3[C:22](=[O:23])[N:24]([CH3:25])[CH3:26])[N:3]=2)[NH:8][CH:9]=1)=[O:12])([CH3:17])([CH3:16])[CH3:15]. (2) Given the reactants [NH:1]1[CH2:9][CH2:8][CH:4]([C:5]([OH:7])=[O:6])[CH2:3][CH2:2]1.[CH3:10][C:11]([O:14][C:15](O[C:15]([O:14][C:11]([CH3:13])([CH3:12])[CH3:10])=[O:16])=[O:16])([CH3:13])[CH3:12].[OH-].[Na+], predict the reaction product. The product is: [C:11]([O:14][C:15]([N:1]1[CH2:9][CH2:8][CH:4]([C:5]([OH:7])=[O:6])[CH2:3][CH2:2]1)=[O:16])([CH3:13])([CH3:12])[CH3:10]. (3) Given the reactants [CH2:1]([O:8][C:9]1[CH:14]=[CH:13][C:12]([C:15]2[N:16]([CH2:21][CH2:22][CH2:23][OH:24])[C:17]([CH3:20])=[CH:18][CH:19]=2)=[CH:11][CH:10]=1)[C:2]1[CH:7]=[CH:6][CH:5]=[CH:4][CH:3]=1.O[C:26]1[CH:31]=[CH:30][CH:29]=[CH:28][C:27]=1[C:32]1[O:33][C:34]2[CH:40]=[CH:39][CH:38]=[CH:37][C:35]=2[N:36]=1.C1(P(C2C=CC=CC=2)C2C=CC=CC=2)C=CC=CC=1.N(C(N1CCCCC1)=O)=NC(N1CCCCC1)=O, predict the reaction product. The product is: [CH2:1]([O:8][C:9]1[CH:14]=[CH:13][C:12]([C:15]2[N:16]([CH2:21][CH2:22][CH2:23][O:24][C:26]3[CH:31]=[CH:30][CH:29]=[CH:28][C:27]=3[C:32]3[O:33][C:34]4[CH:40]=[CH:39][CH:38]=[CH:37][C:35]=4[N:36]=3)[C:17]([CH3:20])=[CH:18][CH:19]=2)=[CH:11][CH:10]=1)[C:2]1[CH:3]=[CH:4][CH:5]=[CH:6][CH:7]=1. (4) Given the reactants [O:1]=[C:2]([NH:14][CH2:15][C:16](=O)[C:17]1[CH:22]=[CH:21][CH:20]=[C:19]([C:23]([F:26])([F:25])[F:24])[CH:18]=1)[CH2:3][N:4]1[CH:8]=[C:7]([C:9]([O:11][CH2:12][CH3:13])=[O:10])[CH:6]=[N:5]1.O, predict the reaction product. The product is: [F:24][C:23]([F:26])([F:25])[C:19]1[CH:18]=[C:17]([C:16]2[O:1][C:2]([CH2:3][N:4]3[CH:8]=[C:7]([C:9]([O:11][CH2:12][CH3:13])=[O:10])[CH:6]=[N:5]3)=[N:14][CH:15]=2)[CH:22]=[CH:21][CH:20]=1. (5) Given the reactants C([O:5][C:6](=O)[NH:7][C:8]([C:11](=[O:31])[NH:12][C:13]1[S:14][C:15]([N:25]2[CH2:30][CH2:29][O:28][CH2:27][CH2:26]2)=[C:16]([C:18]2[CH:23]=[CH:22][C:21]([F:24])=[CH:20][CH:19]=2)[N:17]=1)([CH3:10])[CH3:9])(C)(C)C.Cl.CCO[C:37]([CH3:39])=O, predict the reaction product. The product is: [CH:37]1([CH2:39][C:6]([NH:7][C:8]([CH3:10])([CH3:9])[C:11]([NH:12][C:13]2[S:14][C:15]([N:25]3[CH2:30][CH2:29][O:28][CH2:27][CH2:26]3)=[C:16]([C:18]3[CH:19]=[CH:20][C:21]([F:24])=[CH:22][CH:23]=3)[N:17]=2)=[O:31])=[O:5])[CH2:19][CH2:18][CH2:16][CH2:15]1. (6) Given the reactants [C:1]([C:5]1[CH:10]=[CH:9][C:8]([C:11]2[NH:12][CH:13]([C:23]3[CH:28]=[CH:27][C:26]([Cl:29])=[CH:25][CH:24]=3)[CH:14]([C:16]3[CH:21]=[CH:20][C:19]([Cl:22])=[CH:18][CH:17]=3)[N:15]=2)=[C:7]([O:30][CH2:31][CH3:32])[CH:6]=1)([CH3:4])([CH3:3])[CH3:2].C(N(CC)CC)C.[C:40](Cl)([Cl:42])=[O:41], predict the reaction product. The product is: [C:1]([C:5]1[CH:10]=[CH:9][C:8]([C:11]2[N:15]([C:40]([Cl:42])=[O:41])[CH:14]([C:16]3[CH:21]=[CH:20][C:19]([Cl:22])=[CH:18][CH:17]=3)[CH:13]([C:23]3[CH:24]=[CH:25][C:26]([Cl:29])=[CH:27][CH:28]=3)[N:12]=2)=[C:7]([O:30][CH2:31][CH3:32])[CH:6]=1)([CH3:4])([CH3:2])[CH3:3]. (7) Given the reactants [Br:1][C:2]1[CH:7]=[CH:6][C:5]([CH:8]([CH2:11][CH2:12][CH:13]2[CH2:17][CH2:16][CH2:15][N:14]2[CH3:18])C#N)=[CH:4][CH:3]=1.OS(O)(=O)=O.O.[C:25]([O-:28])([O-])=[O:26].[Na+].[Na+], predict the reaction product. The product is: [Br:1][C:2]1[CH:7]=[CH:6][C:5]([CH:8]([CH2:11][CH2:12][CH:13]2[CH2:17][CH2:16][CH2:15][N:14]2[CH3:18])[C:25]([OH:28])=[O:26])=[CH:4][CH:3]=1. (8) Given the reactants [CH3:1][C:2]1[CH:3]=[C:4]([CH:22]=[CH:23][C:24]=1[N+:25]([O-])=O)[CH2:5][N:6]1[C:10](=[O:11])[N:9]([C:12]2[CH:17]=[CH:16][C:15]([C:18]([F:21])([F:20])[F:19])=[CH:14][CH:13]=2)[N:8]=[N:7]1, predict the reaction product. The product is: [NH2:25][C:24]1[CH:23]=[CH:22][C:4]([CH2:5][N:6]2[C:10](=[O:11])[N:9]([C:12]3[CH:13]=[CH:14][C:15]([C:18]([F:21])([F:20])[F:19])=[CH:16][CH:17]=3)[N:8]=[N:7]2)=[CH:3][C:2]=1[CH3:1]. (9) Given the reactants OC[C:3]1[CH:16]=[N:15][C:6]2[N:7]([CH:12]([CH3:14])[CH3:13])[CH2:8][C:9](=[O:11])[NH:10][C:5]=2[CH:4]=1.[I-].C(C[P+](C)(C)C)#N.C[CH2:26][N:27]([CH:31]([CH3:33])C)[CH:28]([CH3:30])C.Cl.[Cl:35][C:36]1[CH:41]=[CH:40][C:39]([C:42]2CCNCC=2)=[CH:38][CH:37]=1, predict the reaction product. The product is: [Cl:35][C:36]1[CH:41]=[CH:40][C:39]([C:42]2[CH2:30][CH2:28][N:27]([CH2:26][N:10]3[C:9](=[O:11])[CH2:8][N:7]([CH:12]([CH3:13])[CH3:14])[C:6]4[N:15]=[CH:16][CH:3]=[CH:4][C:5]3=4)[CH2:31][CH:33]=2)=[CH:38][CH:37]=1. (10) Given the reactants [I-:1].[NH:2]1[CH:6]=[CH:5][CH:4]=[C:3]1[CH2:7][N+](C)(C)C.[C:12]1([P:18]([C:25]2C=CC=CC=2)[C:19]2C=CC=CC=2)C=CC=CC=1, predict the reaction product. The product is: [I-:1].[NH:2]1[CH:6]=[CH:5][CH:4]=[C:3]1[CH2:7][P+:18]([CH3:25])([CH3:19])[CH3:12].